This data is from Full USPTO retrosynthesis dataset with 1.9M reactions from patents (1976-2016). The task is: Predict the reactants needed to synthesize the given product. (1) Given the product [CH:2]([C:5]1[N:10]=[C:9]([C:11]([F:14])([F:12])[F:13])[N:8]=[C:7]([O:15][CH:16]2[CH2:21][CH2:20][N:19]([C:22]([O:24][C:25]([CH3:28])([CH3:27])[CH3:26])=[O:23])[CH2:18][CH2:17]2)[CH:6]=1)=[O:1], predict the reactants needed to synthesize it. The reactants are: [OH:1][CH:2]([C:5]1[N:10]=[C:9]([C:11]([F:14])([F:13])[F:12])[N:8]=[C:7]([O:15][CH:16]2[CH2:21][CH2:20][N:19]([C:22]([O:24][C:25]([CH3:28])([CH3:27])[CH3:26])=[O:23])[CH2:18][CH2:17]2)[CH:6]=1)CO.C(O)(=O)C.I([O-])(=O)(=O)=O.[Na+]. (2) The reactants are: [CH3:1][O:2][C:3](=[O:30])[CH2:4][C:5]([N:7]([CH:14]1[CH2:19][CH2:18][N:17]([C:20]([O:22][CH2:23][C:24]2[CH:29]=[CH:28][CH:27]=[CH:26][CH:25]=2)=[O:21])[CH2:16][CH2:15]1)[CH2:8][CH2:9][C:10]([O:12]C)=O)=[O:6].CC(C)([O-])C.[K+].O. Given the product [O:6]=[C:5]1[CH:4]([C:3]([O:2][CH3:1])=[O:30])[C:10](=[O:12])[CH2:9][CH2:8][N:7]1[CH:14]1[CH2:19][CH2:18][N:17]([C:20]([O:22][CH2:23][C:24]2[CH:29]=[CH:28][CH:27]=[CH:26][CH:25]=2)=[O:21])[CH2:16][CH2:15]1, predict the reactants needed to synthesize it. (3) Given the product [N:33]1([CH2:16][CH2:15][C:13]2[N:12]=[C:11]([O:17][C:18]3[C:23]4[N:24]=[C:25]([NH:27][C:28](=[O:30])[CH3:29])[S:26][C:22]=4[CH:21]=[CH:20][CH:19]=3)[CH:10]=[C:9]([C:6]3[CH:7]=[CH:8][C:3]([C:2]([F:31])([F:1])[F:32])=[CH:4][CH:5]=3)[N:14]=2)[CH2:38][CH2:37][O:36][CH2:35][CH2:34]1, predict the reactants needed to synthesize it. The reactants are: [F:1][C:2]([F:32])([F:31])[C:3]1[CH:8]=[CH:7][C:6]([C:9]2[N:14]=[C:13]([CH:15]=[CH2:16])[N:12]=[C:11]([O:17][C:18]3[C:23]4[N:24]=[C:25]([NH:27][C:28](=[O:30])[CH3:29])[S:26][C:22]=4[CH:21]=[CH:20][CH:19]=3)[CH:10]=2)=[CH:5][CH:4]=1.[NH:33]1[CH2:38][CH2:37][O:36][CH2:35][CH2:34]1.C(O)(=O)C.